From a dataset of Catalyst prediction with 721,799 reactions and 888 catalyst types from USPTO. Predict which catalyst facilitates the given reaction. Reactant: Cl.[NH2:2][C@H:3]1[CH2:7][N:6]([C:8]([O:10][C:11]([CH3:14])([CH3:13])[CH3:12])=[O:9])[C@H:5]([C:15]([O:17][CH3:18])=[O:16])[CH2:4]1.[Br:19][C:20]1[CH:25]=[CH:24][CH:23]=[CH:22][C:21]=1[CH2:26][CH2:27][C:28](O)=[O:29].C(Cl)CCl.C1C=CC2N(O)N=NC=2C=1.CCN(C(C)C)C(C)C. Product: [Br:19][C:20]1[CH:25]=[CH:24][CH:23]=[CH:22][C:21]=1[CH2:26][CH2:27][C:28]([NH:2][C@H:3]1[CH2:7][N:6]([C:8]([O:10][C:11]([CH3:12])([CH3:13])[CH3:14])=[O:9])[C@H:5]([C:15]([O:17][CH3:18])=[O:16])[CH2:4]1)=[O:29]. The catalyst class is: 25.